This data is from Forward reaction prediction with 1.9M reactions from USPTO patents (1976-2016). The task is: Predict the product of the given reaction. (1) The product is: [CH2:1]([O:8][N:9]1[C:15](=[O:16])[N:14]2[CH2:17][C@H:10]1[CH2:11][CH2:12][C@@H:13]2[C:18]([NH:30][NH:29][C:21]([C:22]1[CH:27]=[CH:26][CH:25]=[CH:24][CH:23]=1)=[O:28])=[O:20])[C:2]1[CH:3]=[CH:4][CH:5]=[CH:6][CH:7]=1. Given the reactants [CH2:1]([O:8][N:9]1[C:15](=[O:16])[N:14]2[CH2:17][C@H:10]1[CH2:11][CH2:12][C@H:13]2[C:18]([OH:20])=O)[C:2]1[CH:7]=[CH:6][CH:5]=[CH:4][CH:3]=1.[C:21]([NH:29][NH2:30])(=[O:28])[C:22]1[CH:27]=[CH:26][CH:25]=[CH:24][CH:23]=1.ON1C2C=CC=CC=2N=N1.Cl.C(N=C=NCCCN(C)C)C, predict the reaction product. (2) The product is: [CH3:1][O:2][C:3](=[O:15])[C@H:4]([CH2:13][O:14][CH2:21][CH:16]=[CH2:17])[NH:5][C:6]([O:8][C:9]([CH3:12])([CH3:10])[CH3:11])=[O:7]. Given the reactants [CH3:1][O:2][C:3](=[O:15])[C@H:4]([CH2:13][OH:14])[NH:5][C:6]([O:8][C:9]([CH3:12])([CH3:11])[CH3:10])=[O:7].[C:16]1(P(C2C=CC=CC=2)C2C=CC=CC=2)[CH:21]=CC=C[CH:17]=1.C(=O)(OCC)OCC=C, predict the reaction product.